From a dataset of Full USPTO retrosynthesis dataset with 1.9M reactions from patents (1976-2016). Predict the reactants needed to synthesize the given product. Given the product [CH2:1]([O:8][C:9]1[CH:18]=[C:17]2[C:12]([C:13]([NH:22][CH2:23][CH2:24][O:25][Si:32]([C:35]([CH3:38])([CH3:37])[CH3:36])([CH3:34])[CH3:33])=[C:14]([N+:19]([O-:21])=[O:20])[CH:15]=[N:16]2)=[CH:11][CH:10]=1)[C:2]1[CH:3]=[CH:4][CH:5]=[CH:6][CH:7]=1, predict the reactants needed to synthesize it. The reactants are: [CH2:1]([O:8][C:9]1[CH:18]=[C:17]2[C:12]([C:13]([NH:22][CH2:23][CH2:24][OH:25])=[C:14]([N+:19]([O-:21])=[O:20])[CH:15]=[N:16]2)=[CH:11][CH:10]=1)[C:2]1[CH:7]=[CH:6][CH:5]=[CH:4][CH:3]=1.N1C=CC=CC=1.[Si:32](Cl)([C:35]([CH3:38])([CH3:37])[CH3:36])([CH3:34])[CH3:33].